This data is from Forward reaction prediction with 1.9M reactions from USPTO patents (1976-2016). The task is: Predict the product of the given reaction. Given the reactants [CH3:1][O:2][C:3]([C:5]1[C:9]([CH:10]=[O:11])=[N:8][N:7]([CH3:12])[N:6]=1)=[O:4].[BH4-].[Na+], predict the reaction product. The product is: [CH3:1][O:2][C:3]([C:5]1[C:9]([CH2:10][OH:11])=[N:8][N:7]([CH3:12])[N:6]=1)=[O:4].